This data is from Peptide-MHC class I binding affinity with 185,985 pairs from IEDB/IMGT. The task is: Regression. Given a peptide amino acid sequence and an MHC pseudo amino acid sequence, predict their binding affinity value. This is MHC class I binding data. (1) The peptide sequence is VLYCVHQHI. The MHC is HLA-B58:01 with pseudo-sequence HLA-B58:01. The binding affinity (normalized) is 0.132. (2) The peptide sequence is FLGKIWPSHK. The MHC is HLA-A30:01 with pseudo-sequence HLA-A30:01. The binding affinity (normalized) is 0.113. (3) The peptide sequence is RTLNAWVKL. The MHC is Mamu-A01 with pseudo-sequence Mamu-A01. The binding affinity (normalized) is 0.354. (4) The peptide sequence is YFNTHDVYF. The MHC is HLA-B35:01 with pseudo-sequence HLA-B35:01. The binding affinity (normalized) is 0.529. (5) The peptide sequence is FIMFMLIFNV. The MHC is HLA-A68:02 with pseudo-sequence HLA-A68:02. The binding affinity (normalized) is 0.808. (6) The binding affinity (normalized) is 0.598. The peptide sequence is ALLSCIRNA. The MHC is HLA-A02:06 with pseudo-sequence HLA-A02:06. (7) The peptide sequence is YQIEGAWRA. The MHC is HLA-A02:11 with pseudo-sequence HLA-A02:11. The binding affinity (normalized) is 1.00. (8) The peptide sequence is RNATIPLF. The MHC is Mamu-A01 with pseudo-sequence Mamu-A01. The binding affinity (normalized) is 0.183. (9) The peptide sequence is KSKSFNHVLK. The MHC is HLA-A03:01 with pseudo-sequence HLA-A03:01. The binding affinity (normalized) is 0.949. (10) The peptide sequence is ELWKDVDRII. The MHC is HLA-A02:06 with pseudo-sequence HLA-A02:06. The binding affinity (normalized) is 0.